This data is from Full USPTO retrosynthesis dataset with 1.9M reactions from patents (1976-2016). The task is: Predict the reactants needed to synthesize the given product. (1) Given the product [CH:15]1([CH2:14][N:11]2[CH2:12][CH2:13][N:8]([C:3]3[CH:4]=[CH:5][CH:6]=[CH:7][C:2]=3[C:26]3([OH:32])[CH2:25][C:24]([CH3:23])([CH3:33])[CH2:29][C:28]([CH3:31])([CH3:30])[CH2:27]3)[CH2:9][CH2:10]2)[CH2:17][CH2:16]1, predict the reactants needed to synthesize it. The reactants are: Br[C:2]1[CH:7]=[CH:6][CH:5]=[CH:4][C:3]=1[N:8]1[CH2:13][CH2:12][N:11]([CH2:14][CH:15]2[CH2:17][CH2:16]2)[CH2:10][CH2:9]1.C([Li])CCC.[CH3:23][C:24]1([CH3:33])[CH2:29][C:28]([CH3:31])([CH3:30])[CH2:27][C:26](=[O:32])[CH2:25]1.O. (2) Given the product [CH3:31][C:27]1[CH:28]=[CH:29][CH:30]=[C:2]([CH3:1])[C:3]=1[C:4]([O:6][C:7]1[CH:8]=[C:9]([C:13](=[O:26])[CH2:14][CH2:15][C:16]([OH:18])=[O:17])[CH:10]=[CH:11][CH:12]=1)=[O:5], predict the reactants needed to synthesize it. The reactants are: [CH3:1][C:2]1[CH:30]=[CH:29][CH:28]=[C:27]([CH3:31])[C:3]=1[C:4]([O:6][C:7]1[CH:12]=[CH:11][CH:10]=[C:9]([C:13](=[O:26])[CH2:14][CH2:15][C:16]([O:18]CC2C=CC=CC=2)=[O:17])[CH:8]=1)=[O:5]. (3) Given the product [C:1]([O:5][C:6](=[O:23])[NH:7][C:8]1[CH:13]=[CH:12][C:11]([C:27]2[CH:28]=[CH:29][CH:30]=[CH:31][C:26]=2[C:25]([F:36])([F:35])[F:24])=[CH:10][C:9]=1[NH:15][C:16]([O:18][C:19]([CH3:22])([CH3:21])[CH3:20])=[O:17])([CH3:4])([CH3:3])[CH3:2], predict the reactants needed to synthesize it. The reactants are: [C:1]([O:5][C:6](=[O:23])[NH:7][C:8]1[CH:13]=[CH:12][C:11](Br)=[CH:10][C:9]=1[NH:15][C:16]([O:18][C:19]([CH3:22])([CH3:21])[CH3:20])=[O:17])([CH3:4])([CH3:3])[CH3:2].[F:24][C:25]([F:36])([F:35])[C:26]1[CH:31]=[CH:30][CH:29]=[CH:28][C:27]=1B(O)O.